Dataset: Catalyst prediction with 721,799 reactions and 888 catalyst types from USPTO. Task: Predict which catalyst facilitates the given reaction. Reactant: [CH3:1][O:2][C:3]1[CH:4]=[C:5]([CH2:9][CH:10]([OH:12])[CH3:11])[CH:6]=[CH:7][CH:8]=1.CCN(CC)CC.[CH3:20][S:21](O)(=[O:23])=[O:22]. Product: [CH3:20][S:21]([O:12][CH:10]([CH3:11])[CH2:9][C:5]1[CH:6]=[CH:7][CH:8]=[C:3]([O:2][CH3:1])[CH:4]=1)(=[O:23])=[O:22]. The catalyst class is: 64.